This data is from Full USPTO retrosynthesis dataset with 1.9M reactions from patents (1976-2016). The task is: Predict the reactants needed to synthesize the given product. (1) Given the product [Cl:2][C:3]1[CH:8]=[CH:7][CH:6]=[CH:5][C:4]=1[N:9]1[CH2:14][CH2:13][N:12]([C:30]([C:29]2[CH:33]=[CH:34][C:35]([Cl:37])=[CH:36][C:28]=2[Cl:27])=[O:31])[CH2:11][C:10]1=[O:15], predict the reactants needed to synthesize it. The reactants are: Cl.[Cl:2][C:3]1[CH:8]=[CH:7][CH:6]=[CH:5][C:4]=1[N:9]1[CH2:14][CH2:13][NH:12][CH2:11][C:10]1=[O:15].CN(C)CCCN=C=NCC.[Cl:27][C:28]1[CH:36]=[C:35]([Cl:37])[CH:34]=[CH:33][C:29]=1[C:30](O)=[O:31].C(O)(=O)CC(CC(O)=O)(C(O)=O)O. (2) Given the product [CH2:1]([O:8][CH2:9][C@H:10]([NH:20][C:21]1[C:30]2[C:25](=[CH:26][CH:27]=[CH:28][CH:29]=2)[N:24]=[CH:23][C:22]=1[NH2:31])[CH2:11][O:12][Si:13]([C:16]([CH3:19])([CH3:18])[CH3:17])([CH3:15])[CH3:14])[C:2]1[CH:7]=[CH:6][CH:5]=[CH:4][CH:3]=1, predict the reactants needed to synthesize it. The reactants are: [CH2:1]([O:8][CH2:9][C@H:10]([NH:20][C:21]1[C:30]2[C:25](=[CH:26][CH:27]=[CH:28][CH:29]=2)[N:24]=[CH:23][C:22]=1[N+:31]([O-])=O)[CH2:11][O:12][Si:13]([C:16]([CH3:19])([CH3:18])[CH3:17])([CH3:15])[CH3:14])[C:2]1[CH:7]=[CH:6][CH:5]=[CH:4][CH:3]=1.